From a dataset of Reaction yield outcomes from USPTO patents with 853,638 reactions. Predict the reaction yield, written as a fraction of the theoretical maximum amount of product (1.0 means a 100% yield; for example, 0.34 means a 34% yield). (1) The reactants are [C:1]([C:3]1[C:4]([I:17])=[C:5]([C:12]([O:14][CH2:15][CH3:16])=[O:13])[S:6][C:7]=1S(C)(=O)=O)#[N:2].[CH3:18][O:19][C:20]1[CH:27]=[C:26]([O:28][CH3:29])[CH:25]=[CH:24][C:21]=1[CH2:22][NH2:23]. The catalyst is O1CCCC1. The product is [C:1]([C:3]1[C:4]([I:17])=[C:5]([C:12]([O:14][CH2:15][CH3:16])=[O:13])[S:6][C:7]=1[NH:23][CH2:22][C:21]1[CH:24]=[CH:25][C:26]([O:28][CH3:29])=[CH:27][C:20]=1[O:19][CH3:18])#[N:2]. The yield is 0.810. (2) The reactants are [C:1]([O:5][C:6](=[O:33])[NH:7][CH2:8][CH2:9][CH2:10][NH:11][CH:12]([C:15]1[N:16]([CH2:26][C:27]2[CH:32]=[CH:31][CH:30]=[CH:29][CH:28]=2)[C:17](=[O:25])[C:18]2[C:23]([CH3:24])=[N:22][O:21][C:19]=2[N:20]=1)[CH2:13][CH3:14])([CH3:4])([CH3:3])[CH3:2].[CH3:34][C:35]1[CH:43]=[CH:42][C:38]([C:39](Cl)=[O:40])=[CH:37][CH:36]=1.C(N(CC)CC)C. The catalyst is C(Cl)Cl. The product is [C:1]([O:5][C:6](=[O:33])[NH:7][CH2:8][CH2:9][CH2:10][N:11]([CH:12]([C:15]1[N:16]([CH2:26][C:27]2[CH:32]=[CH:31][CH:30]=[CH:29][CH:28]=2)[C:17](=[O:25])[C:18]2[C:23]([CH3:24])=[N:22][O:21][C:19]=2[N:20]=1)[CH2:13][CH3:14])[C:39](=[O:40])[C:38]1[CH:42]=[CH:43][C:35]([CH3:34])=[CH:36][CH:37]=1)([CH3:2])([CH3:3])[CH3:4]. The yield is 0.760. (3) The reactants are [CH3:1][O:2][C:3](=[O:16])[C:4]1[CH:9]=[C:8](I)[C:7]([C:11]([F:14])([F:13])[F:12])=[CH:6][C:5]=1[NH2:15].CCN(CC)CC.[CH3:24][O:25][CH2:26][C:27]#[CH:28]. The catalyst is O1CCOCC1.Cl[Pd](Cl)([P](C1C=CC=CC=1)(C1C=CC=CC=1)C1C=CC=CC=1)[P](C1C=CC=CC=1)(C1C=CC=CC=1)C1C=CC=CC=1.[Cu]I. The product is [CH3:1][O:2][C:3](=[O:16])[C:4]1[CH:9]=[C:8]([C:28]#[C:27][CH2:26][O:25][CH3:24])[C:7]([C:11]([F:14])([F:13])[F:12])=[CH:6][C:5]=1[NH2:15]. The yield is 0.780.